From a dataset of Reaction yield outcomes from USPTO patents with 853,638 reactions. Predict the reaction yield, written as a fraction of the theoretical maximum amount of product (1.0 means a 100% yield; for example, 0.34 means a 34% yield). (1) The reactants are [NH:1]1[C:5]2[CH:6]=[CH:7][C:8]([C:10]([OH:12])=O)=[CH:9][C:4]=2[N:3]=[CH:2]1.[NH:13]1[CH2:18][CH2:17][CH2:16][C@@H:15]2[C:19]3[CH:20]=[CH:21][C:22]([OH:26])=[CH:23][C:24]=3[CH2:25][C@H:14]12. No catalyst specified. The product is [NH:1]1[C:5]2[CH:6]=[CH:7][C:8]([C:10]([N:13]3[CH2:18][CH2:17][CH2:16][C@@H:15]4[C:19]5[CH:20]=[CH:21][C:22]([OH:26])=[CH:23][C:24]=5[CH2:25][C@H:14]34)=[O:12])=[CH:9][C:4]=2[N:3]=[CH:2]1. The yield is 0.180. (2) The reactants are C1(P(C2C=CC=CC=2)C2C=CC=CC=2)C=CC=CC=1.BrN1C(=O)CCC1=O.[CH:28]1([CH2:34][CH:35]([C:39]2[CH:44]=[CH:43][C:42]([S:45]([CH3:48])(=[O:47])=[O:46])=[C:41]([C:49]([F:52])([F:51])[F:50])[CH:40]=2)[C:36]([OH:38])=O)[CH2:33][CH2:32][CH2:31][CH2:30][CH2:29]1.[NH2:53][C:54]1[S:55][CH:56]=[CH:57][N:58]=1. The catalyst is C(Cl)Cl. The product is [CH:28]1([CH2:34][CH:35]([C:39]2[CH:44]=[CH:43][C:42]([S:45]([CH3:48])(=[O:46])=[O:47])=[C:41]([C:49]([F:51])([F:52])[F:50])[CH:40]=2)[C:36]([NH:53][C:54]2[S:55][CH:56]=[CH:57][N:58]=2)=[O:38])[CH2:33][CH2:32][CH2:31][CH2:30][CH2:29]1. The yield is 0.290. (3) The reactants are [NH:1](C(OC(C)(C)C)=O)[C@H:2]([C:8]([O:10]C(C)(C)C)=[O:9])[CH2:3][CH2:4][C:5](=[O:7])O.C1C=C2N=NN(O)C2=CC=1.O.C(N=C=NC(C)C)(C)C.[CH:42]1[C:47]([S:48]([OH:51])(=[O:50])=[O:49])=[C:46]([OH:52])[C:45]([NH2:53])=[CH:44][C:43]=1[Cl:54]. The catalyst is CN(C=O)C.C(N(CC)CC)C. The product is [Cl:54][C:43]1[CH:42]=[C:47]([S:48]([OH:51])(=[O:49])=[O:50])[C:46]([OH:52])=[C:45]([NH:53][C:5](=[O:7])[CH2:4][CH2:3][C@@H:2]([C:8]([OH:10])=[O:9])[NH2:1])[CH:44]=1. The yield is 0.144. (4) The reactants are [F:1][C:2]1[CH:7]=[CH:6][CH:5]=[CH:4][C:3]=1[C:8]1[N:12]([S:13]([C:16]2[CH:17]=[N:18][CH:19]=[CH:20][CH:21]=2)(=[O:15])=[O:14])[CH:11]=[C:10]([CH:22]=[O:23])[CH:9]=1.[Cl:24]N1C(=O)CCC1=O.C(=O)([O-])O.[Na+]. The catalyst is CN(C)C=O. The product is [Cl:24][C:11]1[N:12]([S:13]([C:16]2[CH:17]=[N:18][CH:19]=[CH:20][CH:21]=2)(=[O:15])=[O:14])[C:8]([C:3]2[CH:4]=[CH:5][CH:6]=[CH:7][C:2]=2[F:1])=[CH:9][C:10]=1[CH:22]=[O:23]. The yield is 0.680. (5) The reactants are [CH2:1]([OH:8])[C:2]1[CH:7]=[CH:6][CH:5]=[CH:4][CH:3]=1.C1(C=CC(O)=CC=1)[OH:10].[N:17]1[CH:22]=[CH:21]C=C[CH:18]=1. The catalyst is C1(C)C=CC=CC=1. The product is [C:2]1([CH2:1][O:8][C:18]([NH:17][CH:22]=[CH2:21])=[O:10])[CH:7]=[CH:6][CH:5]=[CH:4][CH:3]=1. The yield is 0.450. (6) The reactants are Br[C:2]1[CH:11]=[CH:10][C:5]([C:6]([O:8][CH3:9])=[O:7])=[C:4]([CH3:12])[CH:3]=1.C(=O)([O-])[O-].[K+].[K+].[CH:19]1(B(O)O)[CH2:21][CH2:20]1. The catalyst is C1(C)C=CC=CC=1.O.C1C=CC(P(C2C=CC=CC=2)[C-]2C=CC=C2)=CC=1.C1C=CC(P(C2C=CC=CC=2)[C-]2C=CC=C2)=CC=1.Cl[Pd]Cl.[Fe+2].CC([O-])=O.CC([O-])=O.[Pd+2]. The product is [CH:19]1([C:2]2[CH:11]=[CH:10][C:5]([C:6]([O:8][CH3:9])=[O:7])=[C:4]([CH3:12])[CH:3]=2)[CH2:21][CH2:20]1. The yield is 0.610. (7) The reactants are Br[C:2]1[CH:15]=[C:14]([CH3:16])[C:5]([O:6][Si:7]([C:10]([CH3:13])([CH3:12])[CH3:11])([CH3:9])[CH3:8])=[C:4]([CH3:17])[CH:3]=1.[Cl-].[CH:19]1([Zn+])[CH2:21][CH2:20]1. The catalyst is C1COCC1.C1C=CC([P]([Pd]([P](C2C=CC=CC=2)(C2C=CC=CC=2)C2C=CC=CC=2)([P](C2C=CC=CC=2)(C2C=CC=CC=2)C2C=CC=CC=2)[P](C2C=CC=CC=2)(C2C=CC=CC=2)C2C=CC=CC=2)(C2C=CC=CC=2)C2C=CC=CC=2)=CC=1. The product is [C:10]([Si:7]([O:6][C:5]1[C:14]([CH3:16])=[CH:15][C:2]([CH:19]2[CH2:21][CH2:20]2)=[CH:3][C:4]=1[CH3:17])([CH3:9])[CH3:8])([CH3:13])([CH3:12])[CH3:11]. The yield is 0.630.